From a dataset of Reaction yield outcomes from USPTO patents with 853,638 reactions. Predict the reaction yield, written as a fraction of the theoretical maximum amount of product (1.0 means a 100% yield; for example, 0.34 means a 34% yield). (1) The yield is 0.220. The product is [C:1]([O:4][C@H:5]1[C@H:10]([O:11][C:12](=[O:14])[CH3:13])[C@@H:9]([O:15][C:16](=[O:18])[CH3:17])[C@H:8]([C:19]2[CH:24]=[CH:23][C:22]([Cl:25])=[C:21]([CH2:26][C:27]3[CH:28]=[CH:29][C:30]([CH2:33][CH:34]=[N:50][O:49][CH3:48])=[CH:31][CH:32]=3)[CH:20]=2)[O:7][C@@H:6]1[CH2:36][O:37][C:38](=[O:40])[CH3:39])(=[O:3])[CH3:2]. The reactants are [C:1]([O:4][C@H:5]1[C@H:10]([O:11][C:12](=[O:14])[CH3:13])[C@@H:9]([O:15][C:16](=[O:18])[CH3:17])[C@H:8]([C:19]2[CH:24]=[CH:23][C:22]([Cl:25])=[C:21]([CH2:26][C:27]3[CH:32]=[CH:31][C:30]([CH2:33][CH:34]=O)=[CH:29][CH:28]=3)[CH:20]=2)[O:7][C@@H:6]1[CH2:36][O:37][C:38](=[O:40])[CH3:39])(=[O:3])[CH3:2].N1C=CC=CC=1.Cl.[CH3:48][O:49][NH2:50]. The catalyst is C(O)C. (2) The reactants are [CH3:1][O:2][C:3]1[CH:4]=[C:5]([N:12]2[CH2:17][CH2:16][N:15]([CH2:18][CH2:19][CH3:20])[CH2:14][CH2:13]2)[CH:6]=[CH:7][C:8]=1[N+:9]([O-])=O.[BH4-].[Na+]. The catalyst is O.O.O.O.O.O.[Ni](Cl)Cl.CO.C1COCC1. The product is [CH3:1][O:2][C:3]1[CH:4]=[C:5]([N:12]2[CH2:13][CH2:14][N:15]([CH2:18][CH2:19][CH3:20])[CH2:16][CH2:17]2)[CH:6]=[CH:7][C:8]=1[NH2:9]. The yield is 0.930. (3) The reactants are C([NH:4][C@:5]1([C:22](NC(C)(C)C)=[O:23])[C@@H:9]([CH2:10][CH2:11][CH2:12][B:13]2[O:17]C(C)(C)C(C)(C)[O:14]2)[CH2:8][NH:7][CH2:6]1)(=O)C.[CH3:29][N:30]1[CH:34]=[CH:33][N:32]=[C:31]1[CH:35]=O.S([O-])([O-])(=O)=[O:38].[Na+].[Na+].C(O)(=O)C.C(O[BH-](OC(=O)C)OC(=O)C)(=O)C.[Na+].C(=O)([O-])[O-].[Na+].[Na+]. The catalyst is ClCCCl. The product is [NH2:4][C@:5]1([C:22]([OH:23])=[O:38])[C@@H:9]([CH2:10][CH2:11][CH2:12][B:13]([OH:14])[OH:17])[CH2:8][N:7]([CH2:35][C:31]2[N:30]([CH3:29])[CH:34]=[CH:33][N:32]=2)[CH2:6]1. The yield is 0.670. (4) The reactants are [CH3:1][Si](C=[N+]=[N-])(C)C.[CH3:8][N:9]1[CH2:14][CH2:13][N:12]([CH2:15][C:16]2[CH:24]=[CH:23][C:19]([C:20]([OH:22])=[O:21])=[CH:18][CH:17]=2)[CH2:11][CH2:10]1. The catalyst is C1(C)C=CC=CC=1.CO.C(Cl)Cl. The product is [CH3:8][N:9]1[CH2:10][CH2:11][N:12]([CH2:15][C:16]2[CH:24]=[CH:23][C:19]([C:20]([O:22][CH3:1])=[O:21])=[CH:18][CH:17]=2)[CH2:13][CH2:14]1. The yield is 0.442. (5) The reactants are [Cl:1][C:2]1[N:7]=[CH:6][C:5]([CH2:8][NH:9][C:10]2[CH:15]=[CH:14][C:13]([N+:16]([O-])=O)=[C:12]([N:19]3[CH2:23][CH2:22][CH2:21][CH2:20]3)[N:11]=2)=[CH:4][CH:3]=1.NN.[F:26][C:27]1[CH:28]=[C:29]([CH2:34][C:35](Cl)=[O:36])[CH:30]=[C:31]([F:33])[CH:32]=1. The catalyst is C1COCC1.[Ni]. The product is [Cl:1][C:2]1[N:7]=[CH:6][C:5]([CH2:8][NH:9][C:10]2[N:11]=[C:12]([N:19]3[CH2:23][CH2:22][CH2:21][CH2:20]3)[C:13]([NH:16][C:35](=[O:36])[CH2:34][C:29]3[CH:28]=[C:27]([F:26])[CH:32]=[C:31]([F:33])[CH:30]=3)=[CH:14][CH:15]=2)=[CH:4][CH:3]=1. The yield is 0.310.